This data is from Full USPTO retrosynthesis dataset with 1.9M reactions from patents (1976-2016). The task is: Predict the reactants needed to synthesize the given product. (1) Given the product [Br:22][C:20]1[CH:19]=[CH:18][C:15]2[C:16]3[N:10]([CH2:11][CH2:12][O:13][C:14]=2[CH:21]=1)[CH:9]=[C:8]([C:6]1[N:32]([CH:29]([CH3:31])[CH3:30])[N:2]=[C:3]([CH3:4])[N:5]=1)[N:17]=3, predict the reactants needed to synthesize it. The reactants are: C[N:2](C)/[C:3](=[N:5]/[C:6]([C:8]1[N:17]=[C:16]2[N:10]([CH2:11][CH2:12][O:13][C:14]3[CH:21]=[C:20]([Br:22])[CH:19]=[CH:18][C:15]=32)[CH:9]=1)=O)/[CH3:4].C(O)(=O)C.Cl.[CH:29]([NH:32]N)([CH3:31])[CH3:30]. (2) Given the product [Cl:1][C:2]1[CH:7]=[C:6]([CH2:8][C:9]([O:11][CH3:12])=[O:10])[CH:5]=[CH:4][C:3]=1[C:13]1[C:14]([F:28])=[CH:15][C:16]([B:37]2[O:38][C:39]([CH3:41])([CH3:40])[C:35]([CH3:51])([CH3:34])[O:36]2)=[CH:17][C:18]=1[F:19], predict the reactants needed to synthesize it. The reactants are: [Cl:1][C:2]1[CH:7]=[C:6]([CH2:8][C:9]([O:11][CH3:12])=[O:10])[CH:5]=[CH:4][C:3]=1[C:13]1[C:18]([F:19])=[CH:17][C:16](OS(C(F)(F)F)(=O)=O)=[CH:15][C:14]=1[F:28].C([O-])(=O)C.[K+].[CH3:34][C:35]1([CH3:51])[C:39]([CH3:41])([CH3:40])[O:38][B:37]([B:37]2[O:38][C:39]([CH3:41])([CH3:40])[C:35]([CH3:51])([CH3:34])[O:36]2)[O:36]1. (3) Given the product [Cl:15][C:16]1[CH:21]=[CH:20][C:19]([C:22]2([C:26]([N:28]3[CH2:33][CH2:32][CH2:31][CH:30]([CH2:34][O:8][C:5]4[CH:6]=[CH:7][C:2]([F:1])=[CH:3][CH:4]=4)[CH2:29]3)=[O:27])[CH2:25][CH2:24][CH2:23]2)=[CH:18][CH:17]=1, predict the reactants needed to synthesize it. The reactants are: [F:1][C:2]1[CH:7]=[CH:6][C:5]([OH:8])=[CH:4][CH:3]=1.C(=O)([O-])[O-].[Cs+].[Cs+].[Cl:15][C:16]1[CH:21]=[CH:20][C:19]([C:22]2([C:26]([N:28]3[CH2:33][CH2:32][CH2:31][CH:30]([CH2:34]OS(C)(=O)=O)[CH2:29]3)=[O:27])[CH2:25][CH2:24][CH2:23]2)=[CH:18][CH:17]=1.O1C2C=CC(OCC3CCCN(C(C4(C5C=CC(Cl)=CC=5)CCC4)=O)C3)=CC=2OC1. (4) Given the product [C:1]([NH:5][C:6]([C:8]1[C:9]([C:21]2[CH:26]=[CH:25][CH:24]=[C:23]([O:27][CH3:28])[N:22]=2)=[N:10][NH:11][CH:12]=1)=[O:7])([CH3:4])([CH3:3])[CH3:2], predict the reactants needed to synthesize it. The reactants are: [C:1]([NH:5][C:6]([C:8]1[C:9]([C:21]2[CH:26]=[CH:25][CH:24]=[C:23]([O:27][CH3:28])[N:22]=2)=[N:10][N:11](COCC[Si](C)(C)C)[CH:12]=1)=[O:7])([CH3:4])([CH3:3])[CH3:2].FC(F)(F)C(O)=O.CO.[OH-].[NH4+]. (5) Given the product [F:8][C:6]1[CH:7]=[C:2]([B:12]2[O:16][C:15]([CH3:18])([CH3:17])[C:14]([CH3:20])([CH3:19])[O:13]2)[CH:3]=[C:4]([F:11])[C:5]=1[O:9][CH3:10], predict the reactants needed to synthesize it. The reactants are: Br[C:2]1[CH:7]=[C:6]([F:8])[C:5]([O:9][CH3:10])=[C:4]([F:11])[CH:3]=1.[B:12]1([B:12]2[O:16][C:15]([CH3:18])([CH3:17])[C:14]([CH3:20])([CH3:19])[O:13]2)[O:16][C:15]([CH3:18])([CH3:17])[C:14]([CH3:20])([CH3:19])[O:13]1.C([O-])(=O)C.[K+]. (6) Given the product [Si:22]([O:1][CH2:2][CH2:3][CH2:4][N:5]1[CH2:6][CH2:7][NH:8][C:32]1=[O:33])([C:19]([CH3:21])([CH3:20])[CH3:18])([CH3:24])[CH3:23], predict the reactants needed to synthesize it. The reactants are: [OH:1][CH2:2][CH2:3][CH2:4][NH:5][CH2:6][CH2:7][NH2:8].CCN(C(C)C)C(C)C.[CH3:18][C:19]([Si:22](Cl)([CH3:24])[CH3:23])([CH3:21])[CH3:20].C(Cl)Cl.CN([CH:32]=[O:33])C. (7) The reactants are: [H-].[Na+].[CH:3]1([C:7]([O-:9])=O)[CH2:6][CH2:5][CH2:4]1.[C:10](#[N:12])[CH3:11].Cl. Given the product [CH:3]1([C:7](=[O:9])[CH2:11][C:10]#[N:12])[CH2:4][CH2:5][CH2:6]1, predict the reactants needed to synthesize it. (8) Given the product [OH:45][CH:44]([C:40]1[CH:39]=[N:38][CH:43]=[CH:42][CH:41]=1)[C:22]([CH3:37])([CH3:21])[C:23]([O:25][CH2:26][C:27]1[CH:32]=[CH:31][CH:30]=[C:29]([C:33]([F:34])([F:35])[F:36])[CH:28]=1)=[O:24], predict the reactants needed to synthesize it. The reactants are: C([N-]C(C)C)(C)C.[Li+].C([Li])CCC.C(NC(C)C)(C)C.[CH3:21][CH:22]([CH3:37])[C:23]([O:25][CH2:26][C:27]1[CH:32]=[CH:31][CH:30]=[C:29]([C:33]([F:36])([F:35])[F:34])[CH:28]=1)=[O:24].[N:38]1[CH:43]=[CH:42][CH:41]=[C:40]([CH:44]=[O:45])[CH:39]=1.